Dataset: Full USPTO retrosynthesis dataset with 1.9M reactions from patents (1976-2016). Task: Predict the reactants needed to synthesize the given product. Given the product [CH3:1][C@@H:2]1[N:7]([CH3:8])[CH2:6][CH2:5][N:4]([CH2:9][C:10]2[CH:11]=[C:12]([C:16]3[C:21]([F:22])=[CH:20][CH:19]=[C:18]([CH2:23][NH:24][C:25](=[O:26])[C:27]4[CH:32]=[CH:31][CH:30]=[C:29]([CH2:33][CH:34]5[CH2:35][CH2:36][NH:37][CH2:38][CH2:39]5)[CH:28]=4)[CH:17]=3)[CH:13]=[CH:14][CH:15]=2)[CH2:3]1, predict the reactants needed to synthesize it. The reactants are: [CH3:1][C@@H:2]1[N:7]([CH3:8])[CH2:6][CH2:5][N:4]([CH2:9][C:10]2[CH:11]=[C:12]([C:16]3[C:21]([F:22])=[CH:20][CH:19]=[C:18]([CH2:23][NH:24][C:25]([C:27]4[CH:28]=[C:29]([CH2:33][CH:34]5[CH2:39][CH2:38][N:37](C(OC(C)(C)C)=O)[CH2:36][CH2:35]5)[CH:30]=[CH:31][CH:32]=4)=[O:26])[CH:17]=3)[CH:13]=[CH:14][CH:15]=2)[CH2:3]1.Cl.